This data is from Reaction yield outcomes from USPTO patents with 853,638 reactions. The task is: Predict the reaction yield, written as a fraction of the theoretical maximum amount of product (1.0 means a 100% yield; for example, 0.34 means a 34% yield). (1) The reactants are [OH-].[K+].C(O)CC.C[O:8][C:9]([C:11]1[C:20]2[C:15](=[CH:16][CH:17]=[CH:18][CH:19]=2)[N:14]=[C:13]([C:21]2[CH:26]=[CH:25][CH:24]=[CH:23][CH:22]=2)[C:12]=1[CH2:27][N:28]1[CH2:33][CH2:32][N:31]([C:34]([O:36][C:37]([CH3:40])([CH3:39])[CH3:38])=[O:35])[CH2:30][CH2:29]1)=[O:10]. The catalyst is O. The product is [C:37]([O:36][C:34]([N:31]1[CH2:30][CH2:29][N:28]([CH2:27][C:12]2[C:13]([C:21]3[CH:26]=[CH:25][CH:24]=[CH:23][CH:22]=3)=[N:14][C:15]3[C:20]([C:11]=2[C:9]([OH:10])=[O:8])=[CH:19][CH:18]=[CH:17][CH:16]=3)[CH2:33][CH2:32]1)=[O:35])([CH3:40])([CH3:38])[CH3:39]. The yield is 0.950. (2) The product is [O:1]1[C:5]([C@H:6]2[CH2:11][CH2:10][C@H:9]([N:12]3[C:17](=[O:18])[C:16]([CH2:19][C:20]4[CH:25]=[CH:24][C:23]([C:26]5[CH:31]=[CH:30][CH:29]=[CH:28][C:27]=5[C:32]5[NH:52][N:51]=[N:50][N:33]=5)=[CH:22][CH:21]=4)=[C:15]([CH2:34][CH2:35][CH3:36])[N:14]4[N:37]=[CH:38][N:39]=[C:13]34)[CH2:8][CH2:7]2)=[CH:4][N:3]=[CH:2]1. The yield is 0.460. The catalyst is C(OCC)(=O)C. The reactants are [O:1]1[C:5]([C@H:6]2[CH2:11][CH2:10][C@H:9]([N:12]3[C:17](=[O:18])[C:16]([CH2:19][C:20]4[CH:25]=[CH:24][C:23]([C:26]5[C:27]([C:32]#[N:33])=[CH:28][CH:29]=[CH:30][CH:31]=5)=[CH:22][CH:21]=4)=[C:15]([CH2:34][CH2:35][CH3:36])[N:14]4[N:37]=[CH:38][N:39]=[C:13]34)[CH2:8][CH2:7]2)=[CH:4][N:3]=[CH:2]1.C([Sn](=O)CCCC)CCC.[N:50]([Si](C)(C)C)=[N+:51]=[N-:52].C1(C)C=CC=CC=1. (3) The reactants are C(O)C.C([Cl:7])(=O)C.[CH2:8]([O:10][C:11]([C@@:13]1([NH:18][C:19]([C@@H:21]2[CH2:25][C@@H:24]([O:26][C:27](=[O:37])[C:28]3[CH:33]=[CH:32][C:31]([N+:34]([O-:36])=[O:35])=[CH:30][CH:29]=3)[CH2:23][N:22]2C(OC(C)(C)C)=O)=[O:20])[CH2:15][C@H:14]1[CH:16]=[CH2:17])=[O:12])[CH3:9]. The catalyst is CCOC(C)=O. The product is [Cl-:7].[CH2:8]([O:10][C:11]([C@@:13]1([NH:18][C:19]([C@@H:21]2[CH2:25][C@@H:24]([O:26][C:27](=[O:37])[C:28]3[CH:29]=[CH:30][C:31]([N+:34]([O-:36])=[O:35])=[CH:32][CH:33]=3)[CH2:23][NH2+:22]2)=[O:20])[CH2:15][C@H:14]1[CH:16]=[CH2:17])=[O:12])[CH3:9]. The yield is 1.00. (4) The reactants are [F:1][C:2]1[CH:7]=[CH:6][C:5]([C:8]#[C:9][C:10]([O:12]C)=[O:11])=[CH:4][CH:3]=1.[Li+].[OH-].Cl. The catalyst is CC(C)=O.CCOC(C)=O. The product is [F:1][C:2]1[CH:3]=[CH:4][C:5]([C:8]#[C:9][C:10]([OH:12])=[O:11])=[CH:6][CH:7]=1. The yield is 0.580.